From a dataset of NCI-60 drug combinations with 297,098 pairs across 59 cell lines. Regression. Given two drug SMILES strings and cell line genomic features, predict the synergy score measuring deviation from expected non-interaction effect. (1) Drug 1: CC1=CC=C(C=C1)C2=CC(=NN2C3=CC=C(C=C3)S(=O)(=O)N)C(F)(F)F. Drug 2: CC1C(C(CC(O1)OC2CC(CC3=C2C(=C4C(=C3O)C(=O)C5=CC=CC=C5C4=O)O)(C(=O)C)O)N)O. Cell line: U251. Synergy scores: CSS=49.9, Synergy_ZIP=-1.58, Synergy_Bliss=-1.11, Synergy_Loewe=1.75, Synergy_HSA=3.61. (2) Drug 1: C1CCC(C1)C(CC#N)N2C=C(C=N2)C3=C4C=CNC4=NC=N3. Drug 2: C1=CN(C(=O)N=C1N)C2C(C(C(O2)CO)O)O.Cl. Cell line: SNB-19. Synergy scores: CSS=16.5, Synergy_ZIP=1.59, Synergy_Bliss=0.957, Synergy_Loewe=-32.7, Synergy_HSA=-1.47. (3) Drug 1: C1CCC(C1)C(CC#N)N2C=C(C=N2)C3=C4C=CNC4=NC=N3. Drug 2: CN(CC1=CN=C2C(=N1)C(=NC(=N2)N)N)C3=CC=C(C=C3)C(=O)NC(CCC(=O)O)C(=O)O. Cell line: NCI-H522. Synergy scores: CSS=16.7, Synergy_ZIP=-3.49, Synergy_Bliss=-2.37, Synergy_Loewe=-29.0, Synergy_HSA=-3.18. (4) Drug 1: CCC1(CC2CC(C3=C(CCN(C2)C1)C4=CC=CC=C4N3)(C5=C(C=C6C(=C5)C78CCN9C7C(C=CC9)(C(C(C8N6C=O)(C(=O)OC)O)OC(=O)C)CC)OC)C(=O)OC)O.OS(=O)(=O)O. Drug 2: CC1C(C(CC(O1)OC2CC(OC(C2O)C)OC3=CC4=CC5=C(C(=O)C(C(C5)C(C(=O)C(C(C)O)O)OC)OC6CC(C(C(O6)C)O)OC7CC(C(C(O7)C)O)OC8CC(C(C(O8)C)O)(C)O)C(=C4C(=C3C)O)O)O)O. Cell line: 786-0. Synergy scores: CSS=24.8, Synergy_ZIP=0.119, Synergy_Bliss=-0.942, Synergy_Loewe=-4.70, Synergy_HSA=-1.19. (5) Drug 1: C1CCN(CC1)CCOC2=CC=C(C=C2)C(=O)C3=C(SC4=C3C=CC(=C4)O)C5=CC=C(C=C5)O. Drug 2: CC(C1=C(C=CC(=C1Cl)F)Cl)OC2=C(N=CC(=C2)C3=CN(N=C3)C4CCNCC4)N. Cell line: SF-539. Synergy scores: CSS=0.526, Synergy_ZIP=-2.04, Synergy_Bliss=-4.74, Synergy_Loewe=-3.86, Synergy_HSA=-3.94.